From a dataset of Forward reaction prediction with 1.9M reactions from USPTO patents (1976-2016). Predict the product of the given reaction. (1) Given the reactants [OH:1][CH2:2][C@H:3]1CC[CH2:5][N:4]1[CH2:8][C:9]1[S:13][CH:12]=[C:11]([C:14]2[CH:15]=[C:16]3[C:20](=[C:21]([C:23]([NH2:25])=[O:24])[CH:22]=2)[NH:19][CH:18]=[C:17]3[CH:26]2[CH2:31][CH2:30][N:29]([S:32]([CH:35]([CH3:37])[CH3:36])(=[O:34])=[O:33])[CH2:28][CH2:27]2)[CH:10]=1.[NH:38]1CCC[C@@H]1CO, predict the reaction product. The product is: [NH2:38][C:2](=[O:1])[CH2:3][N:4]([CH2:8][C:9]1[S:13][CH:12]=[C:11]([C:14]2[CH:15]=[C:16]3[C:20](=[C:21]([C:23]([NH2:25])=[O:24])[CH:22]=2)[NH:19][CH:18]=[C:17]3[CH:26]2[CH2:27][CH2:28][N:29]([S:32]([CH:35]([CH3:36])[CH3:37])(=[O:33])=[O:34])[CH2:30][CH2:31]2)[CH:10]=1)[CH3:5]. (2) Given the reactants [CH:1]1([C:4]2[CH:5]=[N:6][CH:7]=[C:8]([CH:12]=2)[C:9]([OH:11])=O)[CH2:3][CH2:2]1.[CH3:13][S:14]([NH2:17])(=[O:16])=[O:15].N12[CH2:28][CH2:27][CH2:26][N:25]=[C:24]1[CH2:23][CH2:22][CH2:21][CH2:20][CH2:19]2.Cl, predict the reaction product. The product is: [CH:27]1([CH2:26][N:25]2[C:21]3[C:22](=[CH:8][C:7]([NH:6][C:7]4[N:6]=[CH:5][C:4]([CH:1]5[CH2:2][CH2:3]5)=[CH:12][C:8]=4[C:9]([NH:17][S:14]([CH3:13])(=[O:16])=[O:15])=[O:11])=[CH:19][CH:20]=3)[CH:23]=[CH:24]2)[CH2:28][CH2:3][CH2:2][CH2:1][CH2:4]1. (3) The product is: [F:1][C:2]([F:33])([F:32])[C:3]1[CH:8]=[CH:7][C:6]([C:9]2[CH2:10][CH2:11][N:12]([C:15]([O:17][CH2:18][C@:19]3([CH3:30])[O:31][C:22]4=[N:23][C:24]([N+:26]([O-:28])=[O:27])=[CH:25][N:21]4[CH2:20]3)=[O:16])[CH2:13][CH:14]=2)=[CH:5][CH:4]=1. Given the reactants [F:1][C:2]([F:33])([F:32])[C:3]1[CH:8]=[CH:7][C:6]([C:9]2[CH2:10][CH2:11][N:12]([C:15]([O:17][CH2:18][C@@:19]([OH:31])([CH3:30])[CH2:20][N:21]3[CH:25]=[C:24]([N+:26]([O-:28])=[O:27])[N:23]=[C:22]3Cl)=[O:16])[CH2:13][CH:14]=2)=[CH:5][CH:4]=1.[H-].[Na+], predict the reaction product.